From a dataset of Full USPTO retrosynthesis dataset with 1.9M reactions from patents (1976-2016). Predict the reactants needed to synthesize the given product. (1) Given the product [N:18]1([CH2:23][CH2:24][NH:25][C:26]([C:28]2[C:32]([CH3:33])=[C:31]([CH:34]=[C:10]3[C:9]4[C:13](=[CH:14][CH:15]=[CH:16][C:8]=4[C:4]4[CH:5]=[CH:6][CH:7]=[C:2]([Cl:1])[CH:3]=4)[NH:12][C:11]3=[O:17])[NH:30][C:29]=2[CH3:36])=[O:27])[CH2:22][CH2:21][CH2:20][CH2:19]1, predict the reactants needed to synthesize it. The reactants are: [Cl:1][C:2]1[CH:3]=[C:4]([C:8]2[CH:16]=[CH:15][CH:14]=[C:13]3[C:9]=2[CH2:10][C:11](=[O:17])[NH:12]3)[CH:5]=[CH:6][CH:7]=1.[N:18]1([CH2:23][CH2:24][NH:25][C:26]([C:28]2[C:32]([CH3:33])=[C:31]([CH:34]=O)[NH:30][C:29]=2[CH3:36])=[O:27])[CH2:22][CH2:21][CH2:20][CH2:19]1. (2) Given the product [CH3:29][C:3]1[C:2]([B:30]2[O:34][C:33]([CH3:36])([CH3:35])[C:32]([CH3:38])([CH3:37])[O:31]2)=[CH:28][CH:27]=[CH:26][C:4]=1[CH2:5][NH:6][C:7]1[N:12]=[C:11]([NH:13][CH2:14][CH:15]2[CH2:16][CH2:17][CH:18]([CH2:21][OH:22])[CH2:19][CH2:20]2)[C:10]([N+:23]([O-:25])=[O:24])=[CH:9][N:8]=1, predict the reactants needed to synthesize it. The reactants are: Br[C:2]1[C:3]([CH3:29])=[C:4]([CH:26]=[CH:27][CH:28]=1)[CH2:5][NH:6][C:7]1[N:12]=[C:11]([NH:13][CH2:14][CH:15]2[CH2:20][CH2:19][CH:18]([CH2:21][OH:22])[CH2:17][CH2:16]2)[C:10]([N+:23]([O-:25])=[O:24])=[CH:9][N:8]=1.[B:30]1([B:30]2[O:34][C:33]([CH3:36])([CH3:35])[C:32]([CH3:38])([CH3:37])[O:31]2)[O:34][C:33]([CH3:36])([CH3:35])[C:32]([CH3:38])([CH3:37])[O:31]1.C([O-])(=O)C.[K+].C(Cl)Cl.N#N.